From a dataset of NCI-60 drug combinations with 297,098 pairs across 59 cell lines. Regression. Given two drug SMILES strings and cell line genomic features, predict the synergy score measuring deviation from expected non-interaction effect. Drug 1: CNC(=O)C1=CC=CC=C1SC2=CC3=C(C=C2)C(=NN3)C=CC4=CC=CC=N4. Drug 2: CC1=C(C=C(C=C1)C(=O)NC2=CC(=CC(=C2)C(F)(F)F)N3C=C(N=C3)C)NC4=NC=CC(=N4)C5=CN=CC=C5. Cell line: U251. Synergy scores: CSS=9.11, Synergy_ZIP=-3.85, Synergy_Bliss=-2.02, Synergy_Loewe=-8.00, Synergy_HSA=-3.71.